This data is from Acute oral toxicity (LD50) regression data from Zhu et al.. The task is: Regression/Classification. Given a drug SMILES string, predict its toxicity properties. Task type varies by dataset: regression for continuous values (e.g., LD50, hERG inhibition percentage) or binary classification for toxic/non-toxic outcomes (e.g., AMES mutagenicity, cardiotoxicity, hepatotoxicity). Dataset: ld50_zhu. The molecule is CN(C)C(=O)Oc1cccc2sccc12. The rat oral LD50 is 3.81, given as -log10 of the dose in mol/kg body weight (higher means more acutely toxic).